Task: Predict the reactants needed to synthesize the given product.. Dataset: Full USPTO retrosynthesis dataset with 1.9M reactions from patents (1976-2016) Given the product [C:12]1([N:18]([CH:19]2[CH2:24][CH2:23][N:22]([C:25]([O:27][CH2:28][C@@H:29]([N:31]([CH2:32][C:33]3[CH:34]=[CH:35][CH:36]=[CH:37][CH:38]=3)[CH2:39][C:40]3[CH:41]=[CH:42][CH:43]=[CH:44][CH:45]=3)[CH3:30])=[O:26])[CH2:21][CH2:20]2)[S:8]([C:5]2[CH:6]=[CH:7][C:2]([F:1])=[CH:3][CH:4]=2)(=[O:10])=[O:9])[CH:13]=[CH:14][CH:15]=[CH:16][CH:17]=1, predict the reactants needed to synthesize it. The reactants are: [F:1][C:2]1[CH:7]=[CH:6][C:5]([S:8](Cl)(=[O:10])=[O:9])=[CH:4][CH:3]=1.[C:12]1([NH:18][CH:19]2[CH2:24][CH2:23][N:22]([C:25]([O:27][CH2:28][C@@H:29]([N:31]([CH2:39][C:40]3[CH:45]=[CH:44][CH:43]=[CH:42][CH:41]=3)[CH2:32][C:33]3[CH:38]=[CH:37][CH:36]=[CH:35][CH:34]=3)[CH3:30])=[O:26])[CH2:21][CH2:20]2)[CH:17]=[CH:16][CH:15]=[CH:14][CH:13]=1.